This data is from Drug-target binding data from BindingDB using IC50 measurements. The task is: Regression. Given a target protein amino acid sequence and a drug SMILES string, predict the binding affinity score between them. We predict pIC50 (pIC50 = -log10(IC50 in M); higher means more potent). Dataset: bindingdb_ic50. (1) The target protein (Q14376) has sequence MAEKVLVTGGAGYIGSHTVLELLEAGYLPVVIDNFHNAFRGGGSLPESLRRVQELTGRSVEFEEMDILDQGALQRLFKKYSFMAVIHFAGLKAVGESVQKPLDYYRVNLTGTIQLLEIMKAHGVKNLVFSSSATVYGNPQYLPLDEAHPTGGCTNPYGKSKFFIEEMIRDLCQADKTWNAVLLRYFNPTGAHASGCIGEDPQGIPNNLMPYVSQVAIGRREALNVFGNDYDTEDGTGVRDYIHVVDLAKGHIAALRKLKEQCGCRIYNLGTGTGYSVLQMVQAMEKASGKKIPYKVVARREGDVAACYANPSLAQEELGWTAALGLDRMCEDLWRWQKQNPSGFGTQA. The pIC50 is 7.8. The drug is O=c1c2ccccc2[se]n1-c1ccccc1. (2) The drug is CC(C)(C)C(=O)Oc1ccc(S(=O)(=O)Nc2ccccc2C=O)cc1. The target protein (P08311) has sequence MQPLLLLLAFLLPTGAEAGEIIGGRESRPHSRPYMAYLQIQSPAGQSRCGGFLVREDFVLTAAHCWGSNINVTLGAHNIQRRENTQQHITARRAIRHPQYNQRTIQNDIMLLQLSRRVRRNRNVNPVALPRAQEGLRPGTLCTVAGWGRVSMRRGTDTLREVQLRVQRDRQCLRIFGSYDPRRQICVGDRRERKAAFKGDSGGPLLCNNVAHGIVSYGKSSGVPPEVFTRVSSFLPWIRTTMRSFKLLDQMETPL. The pIC50 is 9.0. (3) The drug is CC(O)(c1ccc(N2CCN(S(=O)(=O)c3cccs3)C[C@@H]2CN2[C@H]3COC[C@H]2C[C@H]3O)cc1)C(F)(F)F. The target protein sequence is MLDDRARMEAAKKEKVEQILAEFQLQEEDLKKVMRRMQKEMDRGLRLETHEEASVKMLPTYVRSTPEGSEVGDFLSLDLGGTNFRVMLVKVGEGEEGQWSVKTKHQMYSIPEDAMTGTAEMLFDYISECISDFLDKHQMKHKKLPLGFTFSFPVRHEDIDKGILLNWTKGFKASGAEGNNVVGLLRDAIKRRGDFEMDVVAMVNDTVATMISCYYEDHQCEVGMIVGTGCNACYMEEMQNVELVEGDEGRMCVNTEWGAFGDSGELDEFLLEYDRLVDESSANPGQQLYEKLIGGKYMGELVRLVLLRLVDENLLFHGEASEQLRTRGAFETRFVSQVESDTGDRKQIYNILSTLGLRPSTTDCDIVRRACESVSTRAAHMCSAGLAGVINRMRESRSEDVMRITVGVDGSVYKLHPSFKERFHASVRRLTPSCEITFIESEEGSGRGAALVSAVACKKACMLGQ. The pIC50 is 7.4. (4) The small molecule is CN1C(=O)[C@@]23C[C@]4([C@]56C[C@@]78SS[C@@](CO)(C(=O)N7[C@H]5Nc5ccccc56)N(C)C8=O)c5ccccc5N[C@@H]4N2C(=O)[C@]1(CO)SS3. The target protein (P45975) has sequence MATAEAQIGVNRNLQKQDLSNLDVSKLTPLSPEVISRQATINIGTIGHVAHGKSTVVKAISGVQTVRFKNELERNITIKLERLSEKKIKNLLTSKQQRQQYEIKQRSMLRHLAELRRHSRFRRLCTKPASSSMPASTSSVDRRTTRRSTSQTSLSPSNSSGYGSVFGCEEHDVDKIPSLNGFAKLKRRRSSCVGAPTPNSKRSKNNMGVIAKRPPKGEYVVERIECVEMDQYQPVFFVKWLGYHDSENTWESLANVADCAEMEKFVERHQQLYETYIAKITTELEKQLEALPLMENITVAEVDAYEPLNLQIDLILLAQYRAAGSRSQREPQKIGERALKSMQIKRAQFVRRKQLADLALFEKRMNHVEKPSPPIRVENNIDLDTIDSNFMYIHDNIIGKDVPKPEAGIVGCKCTEDTEECTASTKCCARFAGELFAYERSTRRLRLRPGSAIYECNSRCSCDSSCSNRLVQHGRQVPLVLFKTANGSGWGVRAATALRK.... The pIC50 is 6.2. (5) The compound is CN1[C@H](CO)[C@H](O)[C@@H](O)[C@H](O)[C@H]1CO. The target protein (Q6P7A9) has sequence MNIRKPLCSNSVVGACTLVSLTTAVILGHLMLRELMLLPQDLHESSSGLWKTYRPHHQESYEPAPLHIQEHAEQLRAVPTQCDVTPNSRFDCAPDKGITQEQCEARGCCWVPAGQVLNGPVMGQPWCFFPPSYPSYRLENLSSTESGYTATLTRTSPTFFPKDVLTLQLEVLMETDSRLHFMIKDPTSKRYEVPLETPRVLSQAPSPLYSVEFSEEPFGVIVRRKLGGRVLLNTTVAPLFFADQFLQLSTSLPSQHIAGLGEHLSPLMLSTEWTRITLWNRDVAPSQGVNLYGSHPFYLALEDGGLAHGVFLLNSNAMDVVLQPSPALTWRSTGGILDVYVFLGPEPKSVVQQYLDVVGYPFMPPYWGLGFHLCRWGYSSTAIVRQVVENMTRTHFPLDVQWNDLDYMDARRDFTFNQDGFADFPDMVHELHQGGRRYMMIVDPAISSSGPAGSYRPYDEGLRRGVFITNETGQPLIGKVWPGSTAFPDFTNPETLDWWQ.... The pIC50 is 7.7. (6) The compound is O=C(C1CCCCC1)N1CC(=O)N2CCc3ccc(OCCCOc4nonc4S(=O)(=O)c4ccccc4)cc3C2C1. The target protein sequence is MPPADGTSQWLRKTVDSAAVILFSKTTCPYCKKVKDVLAEAKIKHATIELDQLSNGSAIQKCLASFSKIETVPQMFVRGKFIGDSQTVLKYYSNDELAGIVNESKYDYDLIVIGGGSGGLAAGKEAAKYGAKTAVLDYVEPTPIGTTWGLGGTCVNVGCIPKKLMHQAGLLSHALEDAEHFGWSLDRSKISHNWSTMVEGVQSHIGSLNWGYKVALRDNQVTYLNAKGRLISPHEVQITDKNQKVSTITGNKIILATGERPKYPEIPGAVEYGITSDDLFSLPYFPGKTLVIGASYVALECAGFLASLGGDVTVMVRSILLRGFDQQMAEKVGDYMENHGVKFAKLCVPDEIKQLKVVDTENNKPGLLLVKGHYTDGKKFEEEFETVIFAVGREPQLSKVLCETVGVKLDKNGRVVCTDDEQTTVSNVYAIGDINAGKPQLTPVAIQAGRYLARRLFAGATELTDYSNVATTVFTPLEYGACGLSEEDAIEKYGDKDIEV.... The pIC50 is 4.3. (7) The small molecule is COc1ccc(C(C)=NOC(N)=O)cc1OC1CCCC1. The target protein sequence is DVLSYHATCSKAEVDKFKAANIPLVSELAIDDIHFDDFSLDVDAMITAALRMFMELGMVQKFKIDYETLCRWLLTVRKNYRMVLYHNWRHAFNVCQLMFAMLTTAGFQDILTEVEILAVIVGCLCHDLDHRGTNNAFQAKSGSALAQLYGTSATLEHHHFNHAVMILQSEGHNIFANLSSKEYSDLMQLLKQSILATDLTLYFERRTEFFELVSKGEYDWNIKNHRDIFRSMLMTACDLGAVTKPWEISRQVAELVTSEFFEQGDRERLELKLTPSAIFDRNRKDELPRLQLEWIDSICMPLYQALVKVNVKLKPMLDSVATNRSKWEELHQKRLLASTASSSPASVMVAKEDRN. The pIC50 is 4.2. (8) The pIC50 is 4.9. The target protein (P10696) has sequence MQGPWVLLLLGLRLQLSLGIIPVEEENPDFWNRQAAEALGAAKKLQPAQTAAKNLIIFLGDGMGVSTVTAARILKGQKKDKLGPETFLAMDRFPYVALSKTYSVDKHVPDSGATATAYLCGVKGNFQTIGLSAAARFNQCNTTRGNEVISVMNRAKKAGKSVGVVTTTRVQHASPAGAYAHTVNRNWYSDADVPASARQEGCQDIATQLISNMDIDVILGGGRKYMFPMGTPDPEYPDDYSQGGTRLDGKNLVQEWLAKHQGARYVWNRTELLQASLDPSVTHLMGLFEPGDMKYEIHRDSTLDPSLMEMTEAALLLLSRNPRGFFLFVEGGRIDHGHHESRAYRALTETIMFDDAIERAGQLTSEEDTLSLVTADHSHVFSFGGYPLRGSSIFGLAPGKARDRKAYTVLLYGNGPGYVLKDGARPDVTESESGSPEYRQQSAVPLDGETHAGEDVAVFARGPQAHLVHGVQEQTFIAHVMAFAACLEPYTACDLAPRAG.... The drug is O=C(CSc1nnc(-c2ccccc2)[nH]1)c1ccc(O)c(O)c1.